Dataset: Forward reaction prediction with 1.9M reactions from USPTO patents (1976-2016). Task: Predict the product of the given reaction. (1) Given the reactants CC1(C)C(C)(C)OB([C:9]2[CH:17]=[C:16]([C:18]([F:21])([F:20])[F:19])[CH:15]=[C:14]3[C:10]=2[CH:11]=[N:12][NH:13]3)O1.Br[C:24]1[CH:29]=[CH:28][C:27]([S:30]([NH2:33])(=[O:32])=[O:31])=[CH:26][C:25]=1[F:34].[C:35](=[O:38])(O)[O-:36].[Na+], predict the reaction product. The product is: [C:35]([OH:36])([C:18]([F:21])([F:20])[F:19])=[O:38].[F:34][C:25]1[CH:26]=[C:27]([S:30]([NH2:33])(=[O:31])=[O:32])[CH:28]=[CH:29][C:24]=1[C:9]1[CH:17]=[C:16]([C:18]([F:19])([F:20])[F:21])[CH:15]=[C:14]2[C:10]=1[CH:11]=[N:12][NH:13]2. (2) Given the reactants C([O:8][CH2:9][CH2:10][N:11]1[C:17](=[O:18])[C@@H:16]([NH:19][C:20](=[O:35])[C:21]([OH:34])([CH3:33])[C:22]([NH:24][CH2:25][C:26]([F:32])([F:31])[C:27]([F:30])([F:29])[F:28])=[O:23])[CH2:15][N:14]([CH2:36][C:37]([F:40])([F:39])[F:38])[C:13]2[CH:41]=[CH:42][CH:43]=[CH:44][C:12]1=2)C1C=CC=CC=1, predict the reaction product. The product is: [OH:34][C:21]([CH3:33])([C:22]([NH:24][CH2:25][C:26]([F:32])([F:31])[C:27]([F:28])([F:29])[F:30])=[O:23])[C:20]([NH:19][C@@H:16]1[C:17](=[O:18])[N:11]([CH2:10][CH2:9][OH:8])[C:12]2[CH:44]=[CH:43][CH:42]=[CH:41][C:13]=2[N:14]([CH2:36][C:37]([F:39])([F:40])[F:38])[CH2:15]1)=[O:35]. (3) Given the reactants C1(C(N)=O)CC1.[C:7]([NH2:11])([CH3:10])([CH3:9])[CH3:8].[CH:12]1([C:15]2N(C)[C:18]([CH:21]=[O:22])=[CH:17][N:16]=2)[CH2:14][CH2:13]1, predict the reaction product. The product is: [C:7]([N:11]1[C:18]([CH:21]=[O:22])=[CH:17][N:16]=[C:15]1[CH:12]1[CH2:14][CH2:13]1)([CH3:10])([CH3:9])[CH3:8]. (4) Given the reactants ClC1C=C(C=CC=1)C(OO)=O.S1[CH2:17][CH:16]=[C:15]([C:18]2[CH:19]=[CH:20][C:21]([N+:31]([O-:33])=[O:32])=[C:22]([N:24]3[CH2:29][CH2:28][CH:27]([CH3:30])[CH2:26][CH2:25]3)[CH:23]=2)[CH2:14][CH2:13]1.[O-:34][S:35]([O-:37])=O.[Na+].[Na+].CCOC(C)=O, predict the reaction product. The product is: [O:34]=[S:35]1(=[O:37])[CH2:13][CH:14]=[C:15]([C:18]2[CH:19]=[CH:20][C:21]([N+:31]([O-:33])=[O:32])=[C:22]([N:24]3[CH2:29][CH2:28][CH:27]([CH3:30])[CH2:26][CH2:25]3)[CH:23]=2)[CH2:16][CH2:17]1. (5) Given the reactants Cl.Cl.[C:3]1([C@@H:9]2[CH2:11][C@H:10]2[NH:12][CH:13]2[CH2:18][CH2:17][N:16]([C:19]3([CH2:23][C:24](O)=[O:25])[CH2:22][CH2:21][CH2:20]3)[CH2:15][CH2:14]2)[CH:8]=[CH:7][CH:6]=[CH:5][CH:4]=1.[CH:27]([N:30](CC)[CH:31](C)C)(C)C.CNC.C1COCC1.F[P-](F)(F)(F)(F)F.N1(O[P+](N(C)C)(N(C)C)N(C)C)C2C=CC=CC=2N=N1, predict the reaction product. The product is: [CH3:27][N:30]([CH3:31])[C:24](=[O:25])[CH2:23][C:19]1([N:16]2[CH2:17][CH2:18][CH:13]([NH:12][C@@H:10]3[CH2:11][C@H:9]3[C:3]3[CH:4]=[CH:5][CH:6]=[CH:7][CH:8]=3)[CH2:14][CH2:15]2)[CH2:20][CH2:21][CH2:22]1. (6) Given the reactants [C:1]([O:5][C:6](=[O:29])[C:7]1[CH:12]=[C:11]([N:13]([S:20]([CH3:23])(=[O:22])=[O:21])[C:14]2[CH:19]=[CH:18][CH:17]=[CH:16][CH:15]=2)[CH:10]=[C:9](C2CCCC=2)[CH:8]=1)([CH3:4])([CH3:3])[CH3:2].C(OC(=O)C1C=C(N(S(C)(=O)=O)C2C=CC=CC=2)C=C([CH:53]2[CH2:57][CH2:56][CH:55]=[CH:54]2)C=1)(C)(C)C.C(OC(=O)C1C=C(N(S(C)(=O)=O)C2C=CC=CC=2)C=C(C2CC=CC2)C=1)(C)(C)C, predict the reaction product. The product is: [C:1]([O:5][C:6](=[O:29])[C:7]1[CH:12]=[C:11]([N:13]([S:20]([CH3:23])(=[O:21])=[O:22])[C:14]2[CH:19]=[CH:18][CH:17]=[CH:16][CH:15]=2)[CH:10]=[CH:9][C:8]=1[CH:53]1[CH2:57][CH2:56][CH2:55][CH2:54]1)([CH3:3])([CH3:4])[CH3:2]. (7) Given the reactants [Cl:1][C:2]1[CH:15]=[CH:14][C:5]([C:6]([NH:8][CH2:9][C:10]([F:13])([F:12])[F:11])=[O:7])=[C:4]([C:16]2[CH:21]=[C:20]([O:22]C)[N:19]=[CH:18][N:17]=2)[CH:3]=1.[Si](I)(C)(C)C.[O-]S([O-])(=S)=O.[Na+].[Na+], predict the reaction product. The product is: [Cl:1][C:2]1[CH:15]=[CH:14][C:5]([C:6]([NH:8][CH2:9][C:10]([F:13])([F:11])[F:12])=[O:7])=[C:4]([C:16]2[CH:21]=[C:20]([OH:22])[N:19]=[CH:18][N:17]=2)[CH:3]=1.